From a dataset of CYP2C9 inhibition data for predicting drug metabolism from PubChem BioAssay. Regression/Classification. Given a drug SMILES string, predict its absorption, distribution, metabolism, or excretion properties. Task type varies by dataset: regression for continuous measurements (e.g., permeability, clearance, half-life) or binary classification for categorical outcomes (e.g., BBB penetration, CYP inhibition). Dataset: cyp2c9_veith. (1) The drug is NC(=O)NO. The result is 0 (non-inhibitor). (2) The compound is COC(=O)[C@@]1(Cc2ccc(F)cc2)[C@H]2c3cc(C(=O)N4CCCC4)n(CCSCCO)c3C[C@H]2CN1C(=O)c1ccccc1. The result is 1 (inhibitor). (3) The molecule is CC(=O)Nc1c(C)nn(-c2ccc(C)c(C)c2)c1C. The result is 0 (non-inhibitor). (4) The compound is N#CC(C#N)=Cc1ccc(O)c(O)c1. The result is 1 (inhibitor). (5) The molecule is Oc1c(C(O)(c2ccccc2)c2ccc3ccccc3c2O)ccc2ccccc12. The result is 1 (inhibitor). (6) The drug is COC(=O)[C@@]1(Cc2ccc(F)cc2)[C@H]2c3cc(C(=O)N4CCCC4)n(CCc4c[nH]c5ccc(OC)cc45)c3C[C@H]2CN1C(=O)c1ccccc1. The result is 1 (inhibitor). (7) The compound is CN(C)c1nc(-c2cccc(NS(C)(=O)=O)c2)nc2ccccc12. The result is 0 (non-inhibitor).